This data is from Forward reaction prediction with 1.9M reactions from USPTO patents (1976-2016). The task is: Predict the product of the given reaction. (1) Given the reactants [F:1][C:2]1[CH:3]=[C:4]([C:11]2[C:12]([C:17]3[CH:22]=[CH:21][CH:20]=[CH:19][CH:18]=3)=[N:13][O:14][C:15]=2[CH3:16])[CH:5]=[C:6]([F:10])[C:7]=1[S:8][CH3:9].O.O.O.O.O.O.C(O[O-])(=O)C1C(=CC=CC=1)C([O-])=[O:33].[Mg+2].O, predict the reaction product. The product is: [F:10][C:6]1[CH:5]=[C:4]([C:11]2[C:12]([C:17]3[CH:22]=[CH:21][CH:20]=[CH:19][CH:18]=3)=[N:13][O:14][C:15]=2[CH3:16])[CH:3]=[C:2]([F:1])[C:7]=1[S:8]([CH3:9])=[O:33]. (2) The product is: [N:21]([CH2:2][CH:3]1[CH2:8][CH2:7][N:6]([C:9]([O:11][C:12]([CH3:15])([CH3:14])[CH3:13])=[O:10])[CH2:5][CH2:4]1)=[N+:22]=[N-:23]. Given the reactants O[CH2:2][CH:3]1[CH2:8][CH2:7][N:6]([C:9]([O:11][C:12]([CH3:15])([CH3:14])[CH3:13])=[O:10])[CH2:5][CH2:4]1.CS(Cl)(=O)=O.[N-:21]=[N+:22]=[N-:23].[Na+], predict the reaction product. (3) Given the reactants [C:1](Cl)(=O)[C:2]([Cl:4])=[O:3].[CH3:7][O:8][C:9]1[CH:18]=[C:17]2[C:12]([CH2:13]C(C(O)=O)[S:15][CH2:16]2)=[CH:11][CH:10]=1.CN(C=O)C, predict the reaction product. The product is: [CH3:7][O:8][C:9]1[CH:18]=[C:17]2[C:12]([CH2:13][CH:1]([C:2]([Cl:4])=[O:3])[S:15][CH2:16]2)=[CH:11][CH:10]=1. (4) Given the reactants [CH2:1]([O:3][C:4]([C:6]1([CH3:27])[CH2:11][CH2:10][N:9]([C:12]2[CH2:26][C:15]3([CH2:18][N:17]([C:19](OC(C)(C)C)=O)[CH2:16]3)[O:14][N:13]=2)[CH2:8][CH2:7]1)=[O:5])[CH3:2].[CH2:28]([N:30]1[C:38]2[C:33](=[C:34]([O:41][CH2:42][C:43]([F:46])([F:45])[F:44])[CH:35]=[C:36](C=O)[CH:37]=2)[CH:32]=[CH:31]1)[CH3:29], predict the reaction product. The product is: [CH2:28]([N:30]1[C:38]2[C:33](=[C:34]([O:41][CH2:42][C:43]([F:45])([F:44])[F:46])[CH:35]=[C:36]([CH2:19][N:17]3[CH2:16][C:15]4([CH2:26][C:12]([N:9]5[CH2:8][CH2:7][C:6]([CH3:27])([C:4]([O:3][CH2:1][CH3:2])=[O:5])[CH2:11][CH2:10]5)=[N:13][O:14]4)[CH2:18]3)[CH:37]=2)[CH:32]=[CH:31]1)[CH3:29].